Dataset: Peptide-MHC class I binding affinity with 185,985 pairs from IEDB/IMGT. Task: Regression. Given a peptide amino acid sequence and an MHC pseudo amino acid sequence, predict their binding affinity value. This is MHC class I binding data. The peptide sequence is AVFKNSFLGK. The MHC is HLA-A68:02 with pseudo-sequence HLA-A68:02. The binding affinity (normalized) is 0.350.